Predict which catalyst facilitates the given reaction. From a dataset of Catalyst prediction with 721,799 reactions and 888 catalyst types from USPTO. (1) Reactant: [NH2:1][C:2]1[CH:3]=[CH:4][C:5]([N:9]2[CH2:14][CH2:13][N:12]([CH2:15][CH2:16][F:17])[C:11](=[O:18])[CH2:10]2)=[C:6]([F:8])[CH:7]=1.N1C=CC=CC=1.Cl[C:26]([O:28][CH2:29][C:30]1[CH:35]=[CH:34][CH:33]=[CH:32][CH:31]=1)=[O:27]. Product: [CH2:29]([O:28][C:26]([NH:1][C:2]1[CH:3]=[CH:4][C:5]([N:9]2[CH2:14][CH2:13][N:12]([CH2:15][CH2:16][F:17])[C:11](=[O:18])[CH2:10]2)=[C:6]([F:8])[CH:7]=1)=[O:27])[C:30]1[CH:35]=[CH:34][CH:33]=[CH:32][CH:31]=1. The catalyst class is: 4. (2) Reactant: [Si]([O:8][C@H:9]([C:42]1[CH:47]=[CH:46][C:45]([F:48])=[CH:44][CH:43]=1)[CH2:10][S:11][C@H:12]1[C:15](=[O:16])[N:14]([C:17]2[CH:22]=[CH:21][C:20]([C:23]#[C:24][CH2:25][NH:26][S:27]([CH3:30])(=[O:29])=[O:28])=[CH:19][CH:18]=2)[C@@H:13]1[C:31]1[CH:41]=[CH:40][C:34]([O:35][CH2:36][C:37]([OH:39])=O)=[CH:33][CH:32]=1)(C(C)(C)C)(C)C.Cl.[NH2:50][CH2:51][C:52]([NH:54][CH2:55][C:56]([O:58]C)=[O:57])=[O:53].CN1CCOCC1.CN(C(ON1N=NC2C=CC=CC1=2)=[N+](C)C)C.[B-](F)(F)(F)F.[Si](O[Si](C(C)(C)C)(C)C)(C(C)(C)C)(C)C. Product: [F:48][C:45]1[CH:44]=[CH:43][C:42]([C@@H:9]([OH:8])[CH2:10][S:11][C@H:12]2[C:15](=[O:16])[N:14]([C:17]3[CH:18]=[CH:19][C:20]([C:23]#[C:24][CH2:25][NH:26][S:27]([CH3:30])(=[O:28])=[O:29])=[CH:21][CH:22]=3)[C@@H:13]2[C:31]2[CH:32]=[CH:33][C:34]([O:35][CH2:36][C:37]([NH:50][CH2:51][C:52]([NH:54][CH2:55][C:56]([OH:58])=[O:57])=[O:53])=[O:39])=[CH:40][CH:41]=2)=[CH:47][CH:46]=1. The catalyst class is: 2. (3) Reactant: [H-].[Na+].[F:3][C:4]1[C:5]([CH2:16][N:17]([CH3:25])[C:18](=[O:24])[O:19][C:20]([CH3:23])([CH3:22])[CH3:21])=[CH:6][NH:7][C:8]=1[C:9]1[C:10]([F:15])=[N:11][CH:12]=[CH:13][CH:14]=1.C1OCCOCCOCCOCCOC1.Cl[S:42]([C:45]1[CH:46]=[C:47]([CH:58]=[CH:59][CH:60]=1)[C:48]([O:50][CH2:51][C:52]1[CH:57]=[CH:56][CH:55]=[CH:54][CH:53]=1)=[O:49])(=[O:44])=[O:43]. Product: [C:20]([O:19][C:18]([N:17]([CH2:16][C:5]1[C:4]([F:3])=[C:8]([C:9]2[C:10]([F:15])=[N:11][CH:12]=[CH:13][CH:14]=2)[N:7]([S:42]([C:45]2[CH:46]=[C:47]([CH:58]=[CH:59][CH:60]=2)[C:48]([O:50][CH2:51][C:52]2[CH:57]=[CH:56][CH:55]=[CH:54][CH:53]=2)=[O:49])(=[O:44])=[O:43])[CH:6]=1)[CH3:25])=[O:24])([CH3:21])([CH3:22])[CH3:23]. The catalyst class is: 30. (4) The catalyst class is: 10. Product: [C:14]1([P:7]([C:1]2[CH:2]=[CH:3][CH:4]=[CH:5][CH:6]=2)[C:8]2[CH:13]=[CH:12][CH:11]=[CH:10][CH:9]=2)[CH:15]=[CH:16][CH:17]=[CH:18][CH:19]=1.[C:1]1([P:7](=[O:20])([C:8]2[CH:13]=[CH:12][CH:11]=[CH:10][CH:9]=2)[C:14]2[CH:19]=[CH:18][CH:17]=[CH:16][CH:15]=2)[CH:2]=[CH:3][CH:4]=[CH:5][CH:6]=1. Reactant: [C:1]1([P:7](=[O:20])([C:14]2[CH:19]=[CH:18][CH:17]=[CH:16][CH:15]=2)[C:8]2[CH:13]=[CH:12][CH:11]=[CH:10][CH:9]=2)[CH:6]=[CH:5][CH:4]=[CH:3][CH:2]=1.[Al].C(Cl)(=O)C(Cl)=O.[Pb](Br)Br.Cl. (5) Reactant: [NH:1]([C:8](=[O:30])[CH2:9][N:10]([CH2:20][C:21](=[O:29])[NH:22][C:23]1[CH:28]=[CH:27][CH:26]=[CH:25][CH:24]=1)[C:11]1[CH:19]=[CH:18][C:14]([C:15](O)=[O:16])=[CH:13][CH:12]=1)[C:2]1[CH:7]=[CH:6][CH:5]=[CH:4][CH:3]=1.C(Cl)CCl.[CH:35]1[CH:36]=[CH:37][C:38]2[N:43](O)N=[N:41][C:39]=2[CH:40]=1.C1(N)C=CC=CC=1N. Product: [NH2:41][C:39]1[CH:40]=[CH:35][CH:36]=[CH:37][C:38]=1[NH:43][C:15](=[O:16])[C:14]1[CH:18]=[CH:19][C:11]([N:10]([CH2:9][C:8]([NH:1][C:2]2[CH:3]=[CH:4][CH:5]=[CH:6][CH:7]=2)=[O:30])[CH2:20][C:21](=[O:29])[NH:22][C:23]2[CH:24]=[CH:25][CH:26]=[CH:27][CH:28]=2)=[CH:12][CH:13]=1. The catalyst class is: 31. (6) Reactant: [Br:1][C:2]1[CH:3]=[C:4]2[C:9](=[CH:10][CH:11]=1)[O:8][C:7](=[O:12])[CH:6]=[C:5]2[OH:13].C(N(CC)CC)C.[F:21][C:22]([F:35])([F:34])[S:23](O[S:23]([C:22]([F:35])([F:34])[F:21])(=[O:25])=[O:24])(=[O:25])=[O:24].C(OCC)C. Product: [Br:1][C:2]1[CH:3]=[C:4]2[C:9](=[CH:10][CH:11]=1)[O:8][C:7](=[O:12])[CH:6]=[C:5]2[O:13][S:23]([C:22]([F:35])([F:34])[F:21])(=[O:25])=[O:24]. The catalyst class is: 635.